From a dataset of Reaction yield outcomes from USPTO patents with 853,638 reactions. Predict the reaction yield, written as a fraction of the theoretical maximum amount of product (1.0 means a 100% yield; for example, 0.34 means a 34% yield). The reactants are [NH2:1][CH2:2][C:3]1[CH:4]=[C:5]([C:9]2[N:10]([CH3:21])[C:11]3[C:16]([C:17]=2[C:18]#[N:19])=[CH:15][CH:14]=[C:13]([Cl:20])[CH:12]=3)[CH:6]=[N:7][CH:8]=1.C(N(N[S:28](Cl)(=[O:30])=[O:29])CC)C.[CH2:32]([N:34](CC)[CH2:35][CH3:36])[CH3:33]. The catalyst is ClCCl. The product is [NH4+:1].[OH-:29].[CH2:32]([N:34]([CH2:35][CH3:36])[S:28]([NH:1][CH2:2][C:3]1[CH:8]=[N:7][CH:6]=[C:5]([C:9]2[N:10]([CH3:21])[C:11]3[C:16]([C:17]=2[C:18]#[N:19])=[CH:15][CH:14]=[C:13]([Cl:20])[CH:12]=3)[CH:4]=1)(=[O:30])=[O:29])[CH3:33]. The yield is 0.00100.